Dataset: Catalyst prediction with 721,799 reactions and 888 catalyst types from USPTO. Task: Predict which catalyst facilitates the given reaction. (1) Reactant: [CH2:1]([O:3][C:4]([C:6]1[CH:10]=[C:9]([CH3:11])[NH:8][N:7]=1)=[O:5])[CH3:2].[Cl:12]N1C(=O)CCC1=O. Product: [CH2:1]([O:3][C:4]([C:6]1[C:10]([Cl:12])=[C:9]([CH3:11])[NH:8][N:7]=1)=[O:5])[CH3:2]. The catalyst class is: 9. (2) Reactant: [CH3:1][O:2][C:3]1[N:8]=[CH:7][C:6]([NH:9][C:10](=[O:12])[CH3:11])=[C:5]([NH:13][C:14]2[CH:19]=[CH:18][C:17]([N:20]3[CH2:25][CH2:24][NH:23][CH2:22][CH2:21]3)=[CH:16][CH:15]=2)[CH:4]=1.[CH3:26][C:27]([CH3:34])([CH:32]=O)[C:28]([O:30][CH3:31])=[O:29].C(O[BH-](OC(=O)C)OC(=O)C)(=O)C.[Na+].C(=O)([O-])O.[Na+]. Product: [C:10]([NH:9][C:6]1[C:5]([NH:13][C:14]2[CH:15]=[CH:16][C:17]([N:20]3[CH2:21][CH2:22][N:23]([CH2:26][C:27]([CH3:34])([CH3:32])[C:28]([O:30][CH3:31])=[O:29])[CH2:24][CH2:25]3)=[CH:18][CH:19]=2)=[CH:4][C:3]([O:2][CH3:1])=[N:8][CH:7]=1)(=[O:12])[CH3:11]. The catalyst class is: 382. (3) Reactant: [NH2:1][C:2]1[S:6][C:5]([SH:7])=[N:4][N:3]=1.C(=O)([O-])[O-].[K+].[K+].[C:14]1([CH:20]([O:27][C:28]([C:30]2[N:31]3[CH:34]([CH2:35][CH2:36][C:37]=2Cl)[C@@H:33]([NH:39][C:40](=[O:70])/[C:41](/[C:63]2[N:64]=[C:65]([NH2:69])[S:66][C:67]=2[Cl:68])=[N:42]\[O:43][C:44]([C:57]2[CH:62]=[CH:61][CH:60]=[CH:59][CH:58]=2)([C:51]2[CH:56]=[CH:55][CH:54]=[CH:53][CH:52]=2)[C:45]2[CH:50]=[CH:49][CH:48]=[CH:47][CH:46]=2)[C:32]3=[O:71])=[O:29])[C:21]2[CH:26]=[CH:25][CH:24]=[CH:23][CH:22]=2)[CH:19]=[CH:18][CH:17]=[CH:16][CH:15]=1. Product: [C:14]1([CH:20]([O:27][C:28]([C:30]2[N:31]3[CH:34]([CH2:35][CH2:36][C:37]=2[S:7][C:5]2[S:6][C:2]([NH2:1])=[N:3][N:4]=2)[C@@H:33]([NH:39][C:40](=[O:70])/[C:41](/[C:63]2[N:64]=[C:65]([NH2:69])[S:66][C:67]=2[Cl:68])=[N:42]\[O:43][C:44]([C:57]2[CH:58]=[CH:59][CH:60]=[CH:61][CH:62]=2)([C:51]2[CH:52]=[CH:53][CH:54]=[CH:55][CH:56]=2)[C:45]2[CH:50]=[CH:49][CH:48]=[CH:47][CH:46]=2)[C:32]3=[O:71])=[O:29])[C:21]2[CH:26]=[CH:25][CH:24]=[CH:23][CH:22]=2)[CH:19]=[CH:18][CH:17]=[CH:16][CH:15]=1. The catalyst class is: 9. (4) Reactant: O=[C:2]1[CH2:7][CH2:6][CH:5]([C:8]([O:10][CH2:11][CH3:12])=[O:9])[CH2:4][CH2:3]1.[NH:13]([C:15]([O:17][C:18]([CH3:21])([CH3:20])[CH3:19])=[O:16])[NH2:14].C(O)(=O)C.C(O[BH-](OC(=O)C)OC(=O)C)(=O)C.[Na+]. Product: [CH2:11]([O:10][C:8]([C@H:5]1[CH2:6][CH2:7][C@@H:2]([NH:14][NH:13][C:15]([O:17][C:18]([CH3:21])([CH3:20])[CH3:19])=[O:16])[CH2:3][CH2:4]1)=[O:9])[CH3:12].[CH2:11]([O:10][C:8]([C@H:5]1[CH2:6][CH2:7][C@H:2]([NH:14][NH:13][C:15]([O:17][C:18]([CH3:21])([CH3:20])[CH3:19])=[O:16])[CH2:3][CH2:4]1)=[O:9])[CH3:12]. The catalyst class is: 4.